Dataset: Forward reaction prediction with 1.9M reactions from USPTO patents (1976-2016). Task: Predict the product of the given reaction. (1) Given the reactants C(OC(=O)[NH:7][C:8]1[CH:13]=[C:12]([O:14][CH2:15][C:16]([F:19])([F:18])[F:17])[C:11]([C:20]([F:23])([F:22])[F:21])=[CH:10][C:9]=1[NH:24][C:25](=[O:43])[CH2:26][C:27]([C:29]1[CH:34]=[CH:33][CH:32]=[C:31]([C:35]2[CH:40]=[CH:39][N:38]=[C:37]([CH2:41][CH3:42])[CH:36]=2)[CH:30]=1)=O)(C)(C)C.C(O)(C(F)(F)F)=O, predict the reaction product. The product is: [CH2:41]([C:37]1[CH:36]=[C:35]([C:31]2[CH:30]=[C:29]([C:27]3[CH2:26][C:25](=[O:43])[NH:24][C:9]4[CH:10]=[C:11]([C:20]([F:21])([F:23])[F:22])[C:12]([O:14][CH2:15][C:16]([F:18])([F:19])[F:17])=[CH:13][C:8]=4[N:7]=3)[CH:34]=[CH:33][CH:32]=2)[CH:40]=[CH:39][N:38]=1)[CH3:42]. (2) The product is: [CH2:1]([N:8]1[CH2:12][C@H:11]([O:13][Si:14]([C:17]([CH3:18])([CH3:20])[CH3:19])([CH3:15])[CH3:16])[C@H:10]([NH:21][C:27]([O:26][C:22]([CH3:25])([CH3:24])[CH3:23])=[O:28])[CH2:9]1)[C:2]1[CH:3]=[CH:4][CH:5]=[CH:6][CH:7]=1. Given the reactants [CH2:1]([N:8]1[CH2:12][C@H:11]([O:13][Si:14]([C:17]([CH3:20])([CH3:19])[CH3:18])([CH3:16])[CH3:15])[C@H:10]([NH2:21])[CH2:9]1)[C:2]1[CH:7]=[CH:6][CH:5]=[CH:4][CH:3]=1.[C:22]([O:26][C:27](O[C:27]([O:26][C:22]([CH3:25])([CH3:24])[CH3:23])=[O:28])=[O:28])([CH3:25])([CH3:24])[CH3:23], predict the reaction product. (3) Given the reactants N(C(OC(C)(C)C)=O)=NC(OC(C)(C)C)=O.BrC1C=CC2OCCN3C(CO)=C(I)N=C3C=2C=1.CC1NC=CN=1.C1(P(C2C=CC=CC=2)C2C=CC=CC=2)C=CC=CC=1.Br[C:61]1[CH:62]=[CH:63][C:64]2[O:70][CH2:69][CH2:68][N:67]3[C:71]([CH2:77][N:78]4[CH:82]=[CH:81][N:80]=[C:79]4[CH3:83])=[C:72]([C:74]([NH2:76])=[O:75])[N:73]=[C:66]3[C:65]=2[CH:84]=1.[CH3:85][C:86]([OH:90])([C:88]#[CH:89])[CH3:87], predict the reaction product. The product is: [OH:90][C:86]([CH3:87])([CH3:85])[C:88]#[C:89][C:61]1[CH:62]=[CH:63][C:64]2[O:70][CH2:69][CH2:68][N:67]3[C:71]([CH2:77][N:78]4[CH:82]=[CH:81][N:80]=[C:79]4[CH3:83])=[C:72]([C:74]([NH2:76])=[O:75])[N:73]=[C:66]3[C:65]=2[CH:84]=1. (4) Given the reactants [CH2:1]([O:19][CH:20]1[CH:25]([O:26][CH2:27][CH2:28][CH2:29][CH2:30][CH2:31][CH2:32][CH2:33][CH2:34][CH2:35][CH2:36][CH2:37][CH2:38][CH2:39][CH2:40][CH2:41][CH2:42][CH2:43][CH3:44])[CH:24]([O:45][CH2:46][CH2:47][CH2:48][CH2:49][CH2:50][CH2:51][CH2:52][CH2:53][CH2:54][CH2:55][CH2:56][CH2:57][CH2:58][CH2:59][CH2:60][CH2:61][CH2:62][CH3:63])[CH2:23][CH:22]([CH2:64][OH:65])[CH2:21]1)[CH2:2][CH2:3][CH2:4][CH2:5][CH2:6][CH2:7][CH2:8][CH2:9][CH2:10][CH2:11][CH2:12][CH2:13][CH2:14][CH2:15][CH2:16][CH2:17][CH3:18].O[C:67]1[CH:74]=[CH:73][C:70]([CH:71]=[O:72])=[C:69]([O:75][CH3:76])[CH:68]=1.C1(P(C2C=CC=CC=2)C2C=CC=CC=2)C=CC=CC=1.N(C(OC(C)C)=O)=NC(OC(C)C)=O, predict the reaction product. The product is: [CH3:76][O:75][C:69]1[CH:68]=[C:67]([O:65][CH2:64][CH:22]2[CH2:21][CH:20]([O:19][CH2:1][CH2:2][CH2:3][CH2:4][CH2:5][CH2:6][CH2:7][CH2:8][CH2:9][CH2:10][CH2:11][CH2:12][CH2:13][CH2:14][CH2:15][CH2:16][CH2:17][CH3:18])[CH:25]([O:26][CH2:27][CH2:28][CH2:29][CH2:30][CH2:31][CH2:32][CH2:33][CH2:34][CH2:35][CH2:36][CH2:37][CH2:38][CH2:39][CH2:40][CH2:41][CH2:42][CH2:43][CH3:44])[CH:24]([O:45][CH2:46][CH2:47][CH2:48][CH2:49][CH2:50][CH2:51][CH2:52][CH2:53][CH2:54][CH2:55][CH2:56][CH2:57][CH2:58][CH2:59][CH2:60][CH2:61][CH2:62][CH3:63])[CH2:23]2)[CH:74]=[CH:73][C:70]=1[CH:71]=[O:72]. (5) Given the reactants [CH:1]1([NH2:9])[CH2:8][CH2:7][CH2:6][CH2:5][CH2:4][CH2:3][CH2:2]1.[F:10][C:11]([F:24])([F:23])[C:12](=O)[CH2:13][C:14]([C:16]1[CH:21]=[CH:20][CH:19]=[CH:18][CH:17]=1)=O.CCN=C=[N:29][CH2:30][CH2:31][CH2:32][N:33](C)C.C1C=CC2N(O)N=[N:42]C=2C=1.CN([CH:49]=[O:50])C, predict the reaction product. The product is: [CH:1]1([NH:9][C:49]([C:31]2[CH:30]=[N:29][N:42]3[CH:12]([C:11]([F:24])([F:23])[F:10])[CH2:13][CH:14]([C:16]4[CH:21]=[CH:20][CH:19]=[CH:18][CH:17]=4)[NH:33][C:32]=23)=[O:50])[CH2:8][CH2:7][CH2:6][CH2:5][CH2:4][CH2:3][CH2:2]1. (6) Given the reactants [CH2:1]([C:5]1[N:10]2[N:11]=[CH:12][CH:13]=[C:9]2[N:8]([C@H:14]2[CH2:19][CH2:18][C@H:17]([OH:20])[CH2:16][CH2:15]2)[C:7](=[O:21])[C:6]=1[CH2:22][C:23]1[CH:24]=[CH:25][C:26]([C:29]2[CH:36]=[CH:35][CH:34]=[CH:33][C:30]=2[C:31]#[N:32])=[N:27][CH:28]=1)[CH2:2][CH2:3][CH3:4].[N+](=[CH:39][C:40]([O:42][CH2:43][CH3:44])=[O:41])=[N-].C(OCC)(=O)C.O, predict the reaction product. The product is: [CH2:1]([C:5]1[N:10]2[N:11]=[CH:12][CH:13]=[C:9]2[N:8]([C@H:14]2[CH2:19][CH2:18][C@H:17]([O:20][CH2:39][C:40]([O:42][CH2:43][CH3:44])=[O:41])[CH2:16][CH2:15]2)[C:7](=[O:21])[C:6]=1[CH2:22][C:23]1[CH:28]=[N:27][C:26]([C:29]2[CH:36]=[CH:35][CH:34]=[CH:33][C:30]=2[C:31]#[N:32])=[CH:25][CH:24]=1)[CH2:2][CH2:3][CH3:4].